This data is from Full USPTO retrosynthesis dataset with 1.9M reactions from patents (1976-2016). The task is: Predict the reactants needed to synthesize the given product. (1) Given the product [Cl:1][C:2]1[N:7]=[C:6]([N:8]([C:10]2[C:18]3[O:17][CH2:16][O:15][C:14]=3[CH:13]=[CH:12][C:11]=2[Cl:19])[CH2:9][CH2:32][O:33][CH3:34])[CH:5]=[CH:4][N:3]=1, predict the reactants needed to synthesize it. The reactants are: [Cl:1][C:2]1[N:7]=[C:6]([N:8]([C:10]2[C:18]3[O:17][CH2:16][O:15][C:14]=3[CH:13]=[CH:12][C:11]=2[Cl:19])[CH3:9])[CH:5]=[CH:4][N:3]=1.ClC1N=C(NC2C3O[CH2:34][O:33][C:32]=3C=CC=2Cl)C=CN=1.COCCBr. (2) Given the product [Br:3][C:4]1[C:12]2[NH:11][C@H:10]3[CH2:13][CH2:14][N:15]([C:25]([O:27][CH2:28][CH3:29])=[O:26])[CH2:16][C@H:9]3[C:8]=2[CH:7]=[CH:6][CH:5]=1, predict the reactants needed to synthesize it. The reactants are: [OH-].[Na+].[Br:3][C:4]1[C:12]2[NH:11][C@H:10]3[CH2:13][CH2:14][NH:15][CH2:16][C@H:9]3[C:8]=2[CH:7]=[CH:6][CH:5]=1.C(N(CC)CC)C.Cl[C:25]([O:27][CH2:28][CH3:29])=[O:26]. (3) Given the product [C:1]([O:5][C:6]([N:8]1[CH2:9][CH2:10][C:11]([C:14]2[CH:19]=[C:18]([F:20])[CH:17]=[CH:16][C:15]=2[S:21][C:24]2[CH:29]=[CH:28][C:27]([O:30][CH3:31])=[CH:26][C:25]=2[CH3:32])([OH:22])[CH2:12][CH2:13]1)=[O:7])([CH3:4])([CH3:2])[CH3:3], predict the reactants needed to synthesize it. The reactants are: [C:1]([O:5][C:6]([N:8]1[CH2:13][CH2:12][C:11]([OH:22])([C:14]2[CH:19]=[C:18]([F:20])[CH:17]=[CH:16][C:15]=2[SH:21])[CH2:10][CH2:9]1)=[O:7])([CH3:4])([CH3:3])[CH3:2].I[C:24]1[CH:29]=[CH:28][C:27]([O:30][CH3:31])=[CH:26][C:25]=1[CH3:32].COC1C=CC(N)=C(C)C=1. (4) Given the product [F:1][C:2]1[CH:7]=[CH:6][C:5]([F:8])=[CH:4][C:3]=1[CH:9]1[CH2:13][CH2:12][CH2:11][N:10]1[C:14]1[CH:15]=[CH:16][C:17]2[N:18]([C:30]([C:31]([C:33]3[CH:38]=[CH:37][C:36]([F:39])=[CH:35][CH:34]=3)=[O:32])=[CH:21][N:20]=2)[CH:19]=1, predict the reactants needed to synthesize it. The reactants are: [F:1][C:2]1[CH:7]=[CH:6][C:5]([F:8])=[CH:4][C:3]=1[CH:9]1[CH2:13][CH2:12][CH2:11][N:10]1[C:14]1[CH:15]=[CH:16][C:17]([NH2:20])=[N:18][CH:19]=1.[CH3:21]N(C(OC)OC)C.Br[CH2:30][C:31]([C:33]1[CH:38]=[CH:37][C:36]([F:39])=[CH:35][CH:34]=1)=[O:32].CO.